From a dataset of Forward reaction prediction with 1.9M reactions from USPTO patents (1976-2016). Predict the product of the given reaction. (1) Given the reactants [CH2:1]([C@H:3]1[CH2:8][CH2:7][C@H:6]([CH:9]2[CH2:14][CH2:13][CH:12]([CH:15]3[CH2:20][CH2:19][C:18](=[O:21])[CH:17]=[CH:16]3)[CH2:11][CH2:10]2)[CH2:5][CH2:4]1)[CH3:2].[Cl-].[NH4+], predict the reaction product. The product is: [CH2:1]([C@H:3]1[CH2:4][CH2:5][C@H:6]([CH:9]2[CH2:14][CH2:13][CH:12]([CH:15]3[CH2:20][CH2:19][C:18]([CH2:2][CH2:1][CH2:3][CH2:4][CH3:5])([OH:21])[CH:17]=[CH:16]3)[CH2:11][CH2:10]2)[CH2:7][CH2:8]1)[CH3:2]. (2) The product is: [O:14]1[CH2:18][CH2:17][CH:16]([CH2:19][NH:20][C:10]([C:7]2[N:6]=[C:5]([CH2:1][CH2:2][CH2:3][CH3:4])[O:9][N:8]=2)=[O:12])[CH2:15]1. Given the reactants [CH2:1]([C:5]1[O:9][N:8]=[C:7]([C:10]([OH:12])=O)[N:6]=1)[CH2:2][CH2:3][CH3:4].Cl.[O:14]1[CH2:18][CH2:17][CH:16]([CH2:19][NH2:20])[CH2:15]1.C(N(CC)CC)C.ON1C2C=CC=CC=2N=N1.Cl.C(N=C=NCCCN(C)C)C, predict the reaction product. (3) The product is: [Br:1][C:2]1[C:3]([F:12])=[C:4]2[C:10]([NH:11][C:16](=[O:17])[C:15]3[CH:19]=[CH:20][CH:21]=[N:22][C:14]=3[CH3:13])=[CH:9][NH:8][C:5]2=[N:6][CH:7]=1. Given the reactants [Br:1][C:2]1[C:3]([F:12])=[C:4]2[C:10]([NH2:11])=[CH:9][NH:8][C:5]2=[N:6][CH:7]=1.[CH3:13][C:14]1[N:22]=[CH:21][CH:20]=[CH:19][C:15]=1[C:16](O)=[O:17].O=C1N(P(Cl)(N2CCOC2=O)=O)CCO1.C(N(CC)CC)C.[Li+].[OH-], predict the reaction product. (4) The product is: [C:1]([O:5][C:6]([N:8]1[CH2:12][CH2:11][CH2:10][C@@H:9]1[CH2:13][O:14][C:15]1[CH:20]=[CH:19][C:18]([C:21](=[O:29])[C:22]2[CH:27]=[CH:26][C:25]([C:32]3[CH:33]=[CH:34][S:30][CH:31]=3)=[CH:24][CH:23]=2)=[CH:17][CH:16]=1)=[O:7])([CH3:4])([CH3:3])[CH3:2]. Given the reactants [C:1]([O:5][C:6]([N:8]1[CH2:12][CH2:11][CH2:10][C@@H:9]1[CH2:13][O:14][C:15]1[CH:20]=[CH:19][C:18]([C:21](=[O:29])[C:22]2[CH:27]=[CH:26][C:25](I)=[CH:24][CH:23]=2)=[CH:17][CH:16]=1)=[O:7])([CH3:4])([CH3:3])[CH3:2].[S:30]1[CH:34]=[CH:33][C:32](B(O)O)=[CH:31]1.C1(P(C2C=CC=CC=2)C2C=CC=CC=2)C=CC=CC=1.C(=O)([O-])[O-].[K+].[K+], predict the reaction product. (5) Given the reactants [Cl:1][C:2]1[CH:3]=[C:4]2[C:9](=[CH:10][CH:11]=1)[N:8]=[CH:7][C:6]([N+:12]([O-])=O)=[C:5]2[NH:15][C:16]1[CH:21]=[CH:20][C:19]([C:22]([CH3:26])([CH3:25])[C:23]#[N:24])=[CH:18][CH:17]=1, predict the reaction product. The product is: [NH2:12][C:6]1[CH:7]=[N:8][C:9]2[C:4]([C:5]=1[NH:15][C:16]1[CH:17]=[CH:18][C:19]([C:22]([CH3:25])([CH3:26])[C:23]#[N:24])=[CH:20][CH:21]=1)=[CH:3][C:2]([Cl:1])=[CH:11][CH:10]=2. (6) Given the reactants [OH:1][C:2]1[CH:11]=[CH:10][CH:9]=[C:8]2[C:3]=1[CH:4]=[CH:5][CH:6]=[N:7]2.[S:12](O[S:12]([C:15]([F:18])([F:17])[F:16])(=[O:14])=[O:13])([C:15]([F:18])([F:17])[F:16])(=[O:14])=[O:13].C(#N)C, predict the reaction product. The product is: [F:16][C:15]([F:18])([F:17])[S:12]([O:1][C:2]1[CH:11]=[CH:10][CH:9]=[C:8]2[C:3]=1[CH:4]=[CH:5][CH:6]=[N:7]2)(=[O:14])=[O:13].